This data is from Catalyst prediction with 721,799 reactions and 888 catalyst types from USPTO. The task is: Predict which catalyst facilitates the given reaction. (1) Reactant: CON(C)[C:4]([C:6]1[N:7]=[C:8]([NH:11][C:12](=[O:18])[O:13][C:14]([CH3:17])([CH3:16])[CH3:15])[S:9][CH:10]=1)=[O:5].O1CC[CH2:22][CH2:21]1.Br[Mg]CC. Product: [C:4]([C:6]1[N:7]=[C:8]([NH:11][C:12](=[O:18])[O:13][C:14]([CH3:15])([CH3:16])[CH3:17])[S:9][CH:10]=1)(=[O:5])[CH2:21][CH3:22]. The catalyst class is: 625. (2) Reactant: [CH3:1][C:2]([CH3:35])([CH3:34])[C:3]([C:5]1[C:13]2[C:8](=[N:9][CH:10]=[C:11]([C:14]3[CH:19]=[CH:18][CH:17]=[C:16]([N:20]4[CH2:25][CH2:24][S:23][CH2:22][CH2:21]4)[CH:15]=3)[N:12]=2)[N:7](COCC[Si](C)(C)C)[CH:6]=1)=[O:4].ClC1C=CC=C(C(OO)=[O:44])C=1. Product: [CH3:1][C:2]([CH3:35])([CH3:34])[C:3]([C:5]1[C:13]2[C:8](=[N:9][CH:10]=[C:11]([C:14]3[CH:19]=[CH:18][CH:17]=[C:16]([N:20]4[CH2:25][CH2:24][S:23](=[O:44])[CH2:22][CH2:21]4)[CH:15]=3)[N:12]=2)[NH:7][CH:6]=1)=[O:4]. The catalyst class is: 4. (3) Reactant: [CH3:1][O:2][C:3]1[CH:4]=[C:5]([C:14]([OH:16])=[O:15])[C:6](=[CH:10][C:11]=1[O:12][CH3:13])[C:7]([OH:9])=O. Product: [CH3:13][O:12][C:11]1[CH:10]=[C:6]2[C:7](=[O:9])[O:16][C:14](=[O:15])[C:5]2=[CH:4][C:3]=1[O:2][CH3:1]. The catalyst class is: 152. (4) The catalyst class is: 7. Reactant: [NH2:1][C:2]1[CH:3]=[C:4]([CH2:10][CH:11]([O:17][CH2:18][CH2:19]C)[C:12]([O:14]CC)=[O:13])[CH:5]=[CH:6][C:7]=1[O:8][CH3:9].[Cl:21][C:22]1[CH:32]=[C:31]([Cl:33])[CH:30]=[CH:29][C:23]=1[O:24][CH2:25][C:26](O)=[O:27].[C:34](N1C=CN=C1)(N1C=CN=C1)=O.C(N(CC)CC)C. Product: [Cl:21][C:22]1[CH:32]=[C:31]([Cl:33])[CH:30]=[CH:29][C:23]=1[O:24][CH2:25][C:26]([NH:1][C:2]1[CH:3]=[C:4]([CH2:10][CH:11]([O:17][CH:18]([CH3:19])[CH3:34])[C:12]([OH:14])=[O:13])[CH:5]=[CH:6][C:7]=1[O:8][CH3:9])=[O:27]. (5) Reactant: [F:1][C:2]1[CH:11]=[C:10]2[C:5]([CH2:6][CH2:7][CH2:8][NH:9]2)=[CH:4][CH:3]=1.C(N(CC)CC)C.[C:19](O[C:19]([O:21][C:22]([CH3:25])([CH3:24])[CH3:23])=[O:20])([O:21][C:22]([CH3:25])([CH3:24])[CH3:23])=[O:20]. Product: [F:1][C:2]1[CH:11]=[C:10]2[C:5]([CH2:6][CH2:7][CH2:8][N:9]2[C:19]([O:21][C:22]([CH3:25])([CH3:24])[CH3:23])=[O:20])=[CH:4][CH:3]=1. The catalyst class is: 64. (6) Reactant: [CH3:1][O:2][C:3]1[CH:4]=[C:5]2[C:10](=[CH:11][C:12]=1[O:13][CH3:14])[N:9]=[CH:8][CH:7]=[C:6]2[O:15][C:16]1[C:22]([CH3:23])=[CH:21][C:19]([NH2:20])=[C:18]([CH3:24])[CH:17]=1.C1(C)C=CC=CC=1.C(N(CC)CC)C.Cl[C:40](Cl)([O:42][C:43](=[O:49])OC(Cl)(Cl)Cl)Cl.[C:51]([C:55]1[CH:60]=[CH:59][C:58]([S:61][CH2:62][CH2:63]CO)=[CH:57][CH:56]=1)([CH3:54])([CH3:53])[CH3:52]. Product: [CH3:1][O:2][C:3]1[CH:4]=[C:5]2[C:10](=[CH:11][C:12]=1[O:13][CH3:14])[N:9]=[CH:8][CH:7]=[C:6]2[O:15][C:16]1[C:22]([CH3:23])=[CH:21][C:19]([NH:20][C:43](=[O:49])[O:42][CH2:40][CH2:63][CH2:62][S:61][C:58]2[CH:59]=[CH:60][C:55]([C:51]([CH3:52])([CH3:54])[CH3:53])=[CH:56][CH:57]=2)=[C:18]([CH3:24])[CH:17]=1. The catalyst class is: 2.